This data is from Full USPTO retrosynthesis dataset with 1.9M reactions from patents (1976-2016). The task is: Predict the reactants needed to synthesize the given product. Given the product [CH:20]([C:10]1[S:6][C:7]([C:11]2[S:12][CH:13]=[CH:14][CH:15]=2)=[CH:8][CH:9]=1)=[O:21], predict the reactants needed to synthesize it. The reactants are: P(Cl)(Cl)(Cl)=O.[S:6]1[CH:10]=[CH:9][CH:8]=[C:7]1[C:11]1[S:12][CH:13]=[CH:14][CH:15]=1.Cl.CN([CH:20]=[O:21])C.